Dataset: Retrosynthesis with 50K atom-mapped reactions and 10 reaction types from USPTO. Task: Predict the reactants needed to synthesize the given product. (1) Given the product COc1cc2c(cc1Nc1ncc(Cl)c(N[C@H]3[C@@H](C(N)=O)[C@@H]4C=C[C@H]3C4)n1)CCN(CC(=O)N1CCOCC1)CC2, predict the reactants needed to synthesize it. The reactants are: COc1cc2c(cc1N)CCN(CC(=O)N1CCOCC1)CC2.NC(=O)[C@H]1[C@@H]2C=C[C@@H](C2)[C@H]1Nc1nc(Cl)ncc1Cl. (2) Given the product CC(C)(C)OC(=O)NCCC[C@H](NCc1ccccc1)C(=O)O, predict the reactants needed to synthesize it. The reactants are: CC(C)(C)OC(=O)NCCC[C@H](N)C(=O)O.O=Cc1ccccc1. (3) Given the product N[C@H]1CCN(C(=O)OCc2ccccc2)C1, predict the reactants needed to synthesize it. The reactants are: [N-]=[N+]=N[C@H]1CCN(C(=O)OCc2ccccc2)C1. (4) Given the product Nc1ccc(Sc2ccc3ccccc3n2)cc1, predict the reactants needed to synthesize it. The reactants are: Clc1ccc2ccccc2n1.Nc1ccc(S)cc1. (5) Given the product COc1cc(COc2nn(-c3ccccc3)cc2C=C(C#N)C#N)ccc1OCc1nc(-c2ccco2)oc1C, predict the reactants needed to synthesize it. The reactants are: COc1cc(COc2nn(-c3ccccc3)cc2C=O)ccc1OCc1nc(-c2ccco2)oc1C.N#CCC#N. (6) Given the product CN(C)c1cccc(N2CCN(CCCCNS(=O)(=O)CC3CCCCC3)CC2)c1, predict the reactants needed to synthesize it. The reactants are: CN(C)c1cccc(N2CCN(CCCCN)CC2)c1.O=S(=O)(Cl)CC1CCCCC1. (7) Given the product O=C(O)C1CCc2c(Cl)cccc2N1, predict the reactants needed to synthesize it. The reactants are: O=C(O)c1ccc2c(Cl)cccc2n1.